Dataset: Full USPTO retrosynthesis dataset with 1.9M reactions from patents (1976-2016). Task: Predict the reactants needed to synthesize the given product. (1) Given the product [OH:16][C@H:4]([C@@H:3]([NH:2][C:50](=[O:73])[O:51][C@H:52]([CH2:57][N:58]1[CH:62]=[CH:61][C:60]([C:63]2[CH:64]=[CH:65][C:66]([C:69]([F:70])([F:71])[F:72])=[CH:67][CH:68]=2)=[N:59]1)[C:53]([CH3:56])([CH3:55])[CH3:54])[CH2:17][CH2:18][CH2:19][CH3:20])[CH2:5][NH:6][S:7]([C:10]1[CH:15]=[CH:14][CH:13]=[CH:12][N:11]=1)(=[O:9])=[O:8], predict the reactants needed to synthesize it. The reactants are: Cl.[NH2:2][C@@H:3]([CH2:17][CH2:18][CH2:19][CH3:20])[C@@H:4]([OH:16])[CH2:5][NH:6][S:7]([C:10]1[CH:15]=[CH:14][CH:13]=[CH:12][N:11]=1)(=[O:9])=[O:8].Cl.N[C@@H](CCCC)[C@H](O)CNS(C1C=CC=CN=1)(=O)=O.C(N(CC)C(C)C)(C)C.[C:50](=O)([O:73]C1C=CC([N+]([O-])=O)=CC=1)[O:51][C@H:52]([CH2:57][N:58]1[CH:62]=[CH:61][C:60]([C:63]2[CH:68]=[CH:67][C:66]([C:69]([F:72])([F:71])[F:70])=[CH:65][CH:64]=2)=[N:59]1)[C:53]([CH3:56])([CH3:55])[CH3:54]. (2) Given the product [Br:1][C:2]1[CH:3]=[C:4]2[C:9](=[CH:10][CH:11]=1)[C:8]1=[N:12][O:13][C:29]([C:28]3[CH:33]=[CH:34][C:25]([O:24][C:23]([F:22])([F:35])[F:36])=[CH:26][CH:27]=3)=[C:7]1[CH2:6][CH2:5]2, predict the reactants needed to synthesize it. The reactants are: [Br:1][C:2]1[CH:3]=[C:4]2[C:9](=[CH:10][CH:11]=1)/[C:8](=[N:12]\[OH:13])/[CH2:7][CH2:6][CH2:5]2.[Li+].CC([N-]C(C)C)C.[F:22][C:23]([F:36])([F:35])[O:24][C:25]1[CH:34]=[CH:33][C:28]([C:29](OC)=O)=[CH:27][CH:26]=1. (3) Given the product [F:11][C:2]1([F:1])[O:3][C:4]2[CH:10]=[CH:9][CH:8]=[C:7]([B:21]3[O:25][C:24]([CH3:27])([CH3:26])[C:23]([CH3:29])([CH3:28])[O:22]3)[C:5]=2[O:6]1, predict the reactants needed to synthesize it. The reactants are: [F:1][C:2]1([F:11])[O:6][C:5]2[CH:7]=[CH:8][CH:9]=[CH:10][C:4]=2[O:3]1.C([Li])(CC)C.C(O[B:21]1[O:25][C:24]([CH3:27])([CH3:26])[C:23]([CH3:29])([CH3:28])[O:22]1)(C)C. (4) Given the product [Cl:1][C:2]1[CH:3]=[C:4]([N:12]([C:17]2[C:36]([CH:37]3[CH2:38][CH2:39]3)=[CH:35][C:20]3[C:21]([C:31]([NH:33][CH3:34])=[O:32])=[C:22]([C:24]4[CH:29]=[CH:28][C:27]([F:30])=[CH:26][CH:25]=4)[O:23][C:19]=3[CH:18]=2)[S:13]([CH3:16])(=[O:15])=[O:14])[CH:5]=[CH:6][C:7]=1[CH:8]([O:11][CH2:49][O:50][CH3:51])[CH:9]=[CH2:10], predict the reactants needed to synthesize it. The reactants are: [Cl:1][C:2]1[CH:3]=[C:4]([N:12]([C:17]2[C:36]([CH:37]3[CH2:39][CH2:38]3)=[CH:35][C:20]3[C:21]([C:31]([NH:33][CH3:34])=[O:32])=[C:22]([C:24]4[CH:29]=[CH:28][C:27]([F:30])=[CH:26][CH:25]=4)[O:23][C:19]=3[CH:18]=2)[S:13]([CH3:16])(=[O:15])=[O:14])[CH:5]=[CH:6][C:7]=1[CH:8]([OH:11])[CH:9]=[CH2:10].CCN(C(C)C)C(C)C.[CH3:49][O:50][CH2:51]Cl. (5) Given the product [F:13][C:10]1([F:14])[CH2:11][CH2:12][N:8]([C:7]2[CH:6]=[CH:5][C:4]([C:15]3[CH:20]=[CH:19][CH:18]=[CH:17][C:16]=3[C:21]3[NH:67][N:66]=[N:65][N:22]=3)=[CH:3][C:2]=2[NH2:1])[CH2:9]1, predict the reactants needed to synthesize it. The reactants are: [NH2:1][C:2]1[CH:3]=[C:4]([C:15]2[C:16]([C:21]#[N:22])=[CH:17][CH:18]=[CH:19][CH:20]=2)[CH:5]=[CH:6][C:7]=1[N:8]1[CH2:12][CH2:11][C:10]([F:14])([F:13])[CH2:9]1.NC1C=C(C2C(C#N)=CC=CC=2)C=CC=1N(CC(C)C)CC(C)C.C(N(CC(C)C)C1C=CC(C2C=CC=CC=2C2N[N:67]=[N:66][N:65]=2)=CC=1N)C(C)C. (6) Given the product [CH2:1]([O:8][C:9]([C:11]1[NH:12][C:13]([C:16]2[CH:17]=[C:18]([CH:19]=[C:20]([O:22][C@@H:23]([CH3:27])[CH2:24][O:25][CH3:26])[CH:21]=2)[O:28][C:29]2[CH:34]=[CH:33][C:32]([C:35]([OH:41])=[O:36])=[CH:31][C:30]=2[F:37])=[CH:14][CH:15]=1)=[O:10])[C:2]1[CH:3]=[CH:4][CH:5]=[CH:6][CH:7]=1, predict the reactants needed to synthesize it. The reactants are: [CH2:1]([O:8][C:9]([C:11]1[NH:12][C:13]([C:16]2[CH:21]=[C:20]([O:22][C@@H:23]([CH3:27])[CH2:24][O:25][CH3:26])[CH:19]=[C:18]([O:28][C:29]3[CH:34]=[CH:33][C:32]([CH:35]=[O:36])=[CH:31][C:30]=3[F:37])[CH:17]=2)=[CH:14][CH:15]=1)=[O:10])[C:2]1[CH:7]=[CH:6][CH:5]=[CH:4][CH:3]=1.O.O.P([O-])(O)(O)=[O:41].[Na+].CC(=CC)C.Cl([O-])=O.[Na+].